Dataset: Catalyst prediction with 721,799 reactions and 888 catalyst types from USPTO. Task: Predict which catalyst facilitates the given reaction. (1) Reactant: [CH3:1][S:2][CH2:3][C:4]1[C:5]([C:26]2[CH:31]=[CH:30][CH:29]=[CH:28][CH:27]=2)=[N:6][C:7]2[C:12]([C:13]=1[C:14]([NH:16][C@H:17]([C:20]1[CH:25]=[CH:24][CH:23]=[CH:22][CH:21]=1)[CH2:18][CH3:19])=[O:15])=[CH:11][CH:10]=[CH:9][CH:8]=2.CC[OH:34]. Product: [CH3:1][S:2]([CH2:3][C:4]1[C:5]([C:26]2[CH:27]=[CH:28][CH:29]=[CH:30][CH:31]=2)=[N:6][C:7]2[C:12]([C:13]=1[C:14]([NH:16][C@H:17]([C:20]1[CH:21]=[CH:22][CH:23]=[CH:24][CH:25]=1)[CH2:18][CH3:19])=[O:15])=[CH:11][CH:10]=[CH:9][CH:8]=2)=[O:34]. The catalyst class is: 6. (2) Reactant: [C:1]1([S:7]([N:10]2[C:14]3=[N:15][CH:16]=[C:17]([S:19][CH2:20][CH3:21])[CH:18]=[C:13]3[CH:12]=[C:11]2[CH:22]([OH:29])[CH2:23][CH:24]2[CH2:28][CH2:27][CH2:26][CH2:25]2)(=[O:9])=[O:8])[CH:6]=[CH:5][CH:4]=[CH:3][CH:2]=1.CC(OI1(OC(C)=O)(OC(C)=O)OC(=O)C2C=CC=CC1=2)=[O:32]. Product: [C:1]1([S:7]([N:10]2[C:14]3=[N:15][CH:16]=[C:17]([S:19]([CH2:20][CH3:21])=[O:32])[CH:18]=[C:13]3[CH:12]=[C:11]2[C:22](=[O:29])[CH2:23][CH:24]2[CH2:28][CH2:27][CH2:26][CH2:25]2)(=[O:9])=[O:8])[CH:2]=[CH:3][CH:4]=[CH:5][CH:6]=1. The catalyst class is: 4. (3) The catalyst class is: 49. Product: [Br:21][C:11]1[C:6]([NH:5][C:3](=[O:4])[C:2]([CH3:15])([CH3:14])[CH3:1])=[N:7][C:8]([O:12][CH3:13])=[CH:9][CH:10]=1. Reactant: [CH3:1][C:2]([CH3:15])([CH3:14])[C:3]([NH:5][C:6]1[CH:11]=[CH:10][CH:9]=[C:8]([O:12][CH3:13])[N:7]=1)=[O:4].C([Li])CCC.[Br:21]CCBr.O. (4) Reactant: [Cl:1][C:2]1[CH:7]=[CH:6][CH:5]=[C:4]([O:8][CH3:9])[C:3]=1[CH2:10][C:11]([NH:13][C:14]([CH3:22])([CH:19]([CH3:21])[CH3:20])[C:15]([O:17]C)=O)=[O:12].CC([O-])(C)C.[K+].O. Product: [Cl:1][C:2]1[CH:7]=[CH:6][CH:5]=[C:4]([O:8][CH3:9])[C:3]=1[CH:10]1[C:15](=[O:17])[C:14]([CH:19]([CH3:21])[CH3:20])([CH3:22])[NH:13][C:11]1=[O:12]. The catalyst class is: 359.